Dataset: Forward reaction prediction with 1.9M reactions from USPTO patents (1976-2016). Task: Predict the product of the given reaction. (1) Given the reactants CC(OI1(OC(C)=O)(OC(C)=O)OC(=O)C2C=CC=CC1=2)=O.[C:23]([O:27][C:28](=[O:43])[NH:29][CH2:30][CH2:31][CH:32]([OH:42])[CH2:33][O:34][Si:35]([C:38]([CH3:41])([CH3:40])[CH3:39])([CH3:37])[CH3:36])([CH3:26])([CH3:25])[CH3:24], predict the reaction product. The product is: [C:23]([O:27][C:28](=[O:43])[NH:29][CH2:30][CH2:31][C:32](=[O:42])[CH2:33][O:34][Si:35]([C:38]([CH3:41])([CH3:40])[CH3:39])([CH3:36])[CH3:37])([CH3:26])([CH3:24])[CH3:25]. (2) Given the reactants [Cl:1][C:2]1[CH:3]=[C:4]([NH:15][C:16]2[C:25]3[C:20](=[CH:21][C:22]([CH:26]=[CH:27][CH2:28][CH2:29][O:30][S:31]([C:34]4[CH:39]=[CH:38][C:37]([CH3:40])=[CH:36][CH:35]=4)(=[O:33])=[O:32])=[CH:23][CH:24]=3)[N:19]=[CH:18][C:17]=2[C:41]#[N:42])[CH:5]=[CH:6][C:7]=1[S:8][C:9]1[N:10]([CH3:14])[CH:11]=[CH:12][N:13]=1.[CH3:43][NH:44][CH3:45].BrC1C=C2C(C(NC3C=CC(SC4N(C)C=CN=4)=C(Cl)C=3)=C(C#N)C=N2)=CC=1.S(C1C=CC(C)=CC=1)(OCC/C=C/[Sn](CCCC)(CCCC)CCCC)(=O)=O, predict the reaction product. The product is: [Cl:1][C:2]1[CH:3]=[C:4]([NH:15][C:16]2[C:25]3[C:20](=[CH:21][C:22](/[CH:26]=[CH:27]/[CH2:28][CH2:29][N:44]([CH3:45])[CH3:43])=[CH:23][CH:24]=3)[N:19]=[CH:18][C:17]=2[C:41]#[N:42])[CH:5]=[CH:6][C:7]=1[S:8][C:9]1[N:10]([CH3:14])[CH:11]=[CH:12][N:13]=1.[Cl:1][C:2]1[CH:3]=[C:4]([NH:15][C:16]2[C:25]3[C:20](=[CH:21][C:22]([CH:26]=[CH:27][CH2:28][CH2:29][O:30][S:31]([C:34]4[CH:35]=[CH:36][C:37]([CH3:40])=[CH:38][CH:39]=4)(=[O:33])=[O:32])=[CH:23][CH:24]=3)[N:19]=[CH:18][C:17]=2[C:41]#[N:42])[CH:5]=[CH:6][C:7]=1[S:8][C:9]1[N:10]([CH3:14])[CH:11]=[CH:12][N:13]=1. (3) Given the reactants [CH2:1]([O:4][C:5]1[CH:12]=[CH:11][C:8]([CH:9]=[O:10])=[CH:7][C:6]=1[N+:13]([O-:15])=[O:14])[CH:2]=[CH2:3].[BH4-].[Na+].Cl, predict the reaction product. The product is: [CH2:1]([O:4][C:5]1[CH:12]=[CH:11][C:8]([CH2:9][OH:10])=[CH:7][C:6]=1[N+:13]([O-:15])=[O:14])[CH:2]=[CH2:3]. (4) Given the reactants [CH3:1][Mg]Br.[CH2:4]([C:6]1[CH:7]=[CH:8][C:9]([F:33])=[C:10]([C:12]2[CH:13]=[N:14][C:15]([N:18]3[C:26]4[C:21](=[CH:22][CH:23]=[C:24]([C:27]([O:29][CH3:30])=[O:28])[CH:25]=4)[C:20]([CH:31]=[O:32])=[CH:19]3)=[N:16][CH:17]=2)[CH:11]=1)[CH3:5], predict the reaction product. The product is: [CH2:4]([C:6]1[CH:7]=[CH:8][C:9]([F:33])=[C:10]([C:12]2[CH:17]=[N:16][C:15]([N:18]3[C:26]4[C:21](=[CH:22][CH:23]=[C:24]([C:27]([O:29][CH3:30])=[O:28])[CH:25]=4)[C:20]([CH:31]([OH:32])[CH3:1])=[CH:19]3)=[N:14][CH:13]=2)[CH:11]=1)[CH3:5]. (5) Given the reactants [OH:1]OS([O-])=O.[K+].[Cl:7][C:8]1[CH:13]=[C:12]([S:14][C:15]2[CH:20]=[CH:19][C:18]([C:21]([OH:23])=[O:22])=[CH:17][CH:16]=2)[CH:11]=[CH:10][C:9]=1[NH:24][C:25](=[O:33])[C@:26]([OH:32])([CH3:31])[C:27]([F:30])([F:29])[F:28], predict the reaction product. The product is: [Cl:7][C:8]1[CH:13]=[C:12]([S:14]([C:15]2[CH:20]=[CH:19][C:18]([C:21]([OH:23])=[O:22])=[CH:17][CH:16]=2)=[O:1])[CH:11]=[CH:10][C:9]=1[NH:24][C:25](=[O:33])[C@:26]([OH:32])([CH3:31])[C:27]([F:30])([F:28])[F:29]. (6) Given the reactants [CH3:1][C:2]([S:5]([C:8]1[CH:9]=[C:10]2[C:15](=[CH:16][C:17]=1[O:18][CH3:19])[NH:14][CH:13]=[N:12][C:11]2=O)(=[O:7])=[O:6])([CH3:4])[CH3:3].O=P(Cl)(Cl)Cl.[CH3:26][C:27]1[C:28]([NH2:33])=[N:29][NH:30][C:31]=1[CH3:32], predict the reaction product. The product is: [C:2]([S:5]([C:8]1[CH:9]=[C:10]2[C:15](=[CH:16][C:17]=1[O:18][CH3:19])[N:14]=[CH:13][N:12]=[C:11]2[NH:33][C:28]1[C:27]([CH3:26])=[C:31]([CH3:32])[NH:30][N:29]=1)(=[O:7])=[O:6])([CH3:4])([CH3:3])[CH3:1].